Dataset: Forward reaction prediction with 1.9M reactions from USPTO patents (1976-2016). Task: Predict the product of the given reaction. (1) Given the reactants [ClH:1].[N:2]12[CH2:9][CH2:8][CH:5]([CH2:6][CH2:7]1)[C@@H:4]([NH:10][C:11]([C:13]1[S:14][C:15]3[C:21]([C:22]4[CH:23]=[C:24]([CH:28]=[CH:29][CH:30]=4)[C:25](O)=[O:26])=[CH:20][CH:19]=[CH:18][C:16]=3[CH:17]=1)=[O:12])[CH2:3]2.[CH3:31][N:32]1[CH2:37][CH2:36][NH:35][CH2:34][CH2:33]1, predict the reaction product. The product is: [ClH:1].[ClH:1].[N:2]12[CH2:7][CH2:6][CH:5]([CH2:8][CH2:9]1)[C@@H:4]([NH:10][C:11]([C:13]1[S:14][C:15]3[C:21]([C:22]4[CH:30]=[CH:29][CH:28]=[C:24]([C:25]([N:35]5[CH2:36][CH2:37][N:32]([CH3:31])[CH2:33][CH2:34]5)=[O:26])[CH:23]=4)=[CH:20][CH:19]=[CH:18][C:16]=3[CH:17]=1)=[O:12])[CH2:3]2. (2) Given the reactants Br[C:2]1[CH:3]=[C:4]([O:9][C@H:10]([C:12]2[C:17]([Cl:18])=[CH:16][CH:15]=[C:14]([F:19])[C:13]=2[Cl:20])[CH3:11])[C:5]([NH2:8])=[N:6][CH:7]=1.C(N(CC)CC)C.N#N.[C:30]([Si:32]([CH3:35])([CH3:34])[CH3:33])#[CH:31], predict the reaction product. The product is: [Cl:20][C:13]1[C:14]([F:19])=[CH:15][CH:16]=[C:17]([Cl:18])[C:12]=1[C@@H:10]([O:9][C:4]1[C:5]([NH2:8])=[N:6][CH:7]=[C:2]([C:31]#[C:30][Si:32]([CH3:35])([CH3:34])[CH3:33])[CH:3]=1)[CH3:11]. (3) Given the reactants [Cl:1][C:2]1[CH:3]=[N:4][C:5]2[N:6]([N:8]=[C:9]([C:11]([OH:13])=O)[CH:10]=2)[CH:7]=1.[CH3:14][N:15]1[C:20]2[CH:21]=[CH:22][CH:23]=[N:24][C:19]=2[CH2:18][CH2:17][NH:16]1, predict the reaction product. The product is: [Cl:1][C:2]1[CH:3]=[N:4][C:5]2[N:6]([N:8]=[C:9]([C:11]([N:16]3[CH2:17][CH2:18][C:19]4[N:24]=[CH:23][CH:22]=[CH:21][C:20]=4[N:15]3[CH3:14])=[O:13])[CH:10]=2)[CH:7]=1. (4) The product is: [CH2:22]([O:24][CH2:25][CH2:26][N:27]1[CH2:19][C:5]2[C:4](=[CH:9][CH:8]=[C:7]([O:10][C:11]3[CH:12]=[CH:13][C:14]([OH:17])=[CH:15][CH:16]=3)[CH:6]=2)[C:3]1=[O:21])[CH3:23]. Given the reactants CO[C:3](=[O:21])[C:4]1[CH:9]=[CH:8][C:7]([O:10][C:11]2[CH:16]=[CH:15][C:14]([O:17]C)=[CH:13][CH:12]=2)=[CH:6][C:5]=1[CH2:19]Br.[CH2:22]([O:24][CH2:25][CH2:26][NH2:27])[CH3:23].C(N(CC)CC)C, predict the reaction product. (5) Given the reactants Br[C:2]1[CH:18]=[CH:17][CH:16]=[CH:15][C:3]=1[O:4][C:5]1[N:10]=[C:9]([C:11]([F:14])([F:13])[F:12])[CH:8]=[CH:7][N:6]=1.[F:19][C:20]1[CH:25]=[C:24](B2OC(C)(C)C(C)(C)O2)[CH:23]=[CH:22][C:21]=1[C:35]1[CH:36]=[N:37][C:38]([NH2:41])=[N:39][CH:40]=1, predict the reaction product. The product is: [F:19][C:20]1[CH:25]=[C:24]([C:2]2[CH:18]=[CH:17][CH:16]=[CH:15][C:3]=2[O:4][C:5]2[N:10]=[C:9]([C:11]([F:14])([F:13])[F:12])[CH:8]=[CH:7][N:6]=2)[CH:23]=[CH:22][C:21]=1[C:35]1[CH:40]=[N:39][C:38]([NH2:41])=[N:37][CH:36]=1. (6) Given the reactants [CH2:1]1[O:11][C:4]2([CH2:9][CH2:8][C:7](=O)[CH2:6][CH2:5]2)[O:3][CH2:2]1.[F:12][C:13]1[CH:18]=[CH:17][CH:16]=[CH:15][C:14]=1[N:19]1[CH2:24][CH2:23][NH:22][CH2:21][CH2:20]1.C1(C)C=CC(S(O)(=O)=O)=CC=1.C(O[BH-](OC(=O)C)OC(=O)C)(=O)C.[Na+].C(O)(=O)C.[OH-].[Na+], predict the reaction product. The product is: [F:12][C:13]1[CH:18]=[CH:17][CH:16]=[CH:15][C:14]=1[N:19]1[CH2:24][CH2:23][N:22]([CH:7]2[CH2:8][CH2:9][C:4]3([O:11][CH2:1][CH2:2][O:3]3)[CH2:5][CH2:6]2)[CH2:21][CH2:20]1.